This data is from Reaction yield outcomes from USPTO patents with 853,638 reactions. The task is: Predict the reaction yield, written as a fraction of the theoretical maximum amount of product (1.0 means a 100% yield; for example, 0.34 means a 34% yield). The reactants are [NH:1]1[C:9]2[C:4](=[CH:5][C:6]([C:10]3[N:15]=[N:14][C:13]([O:16][C@H:17]4[CH:22]5[CH2:23][CH2:24][N:19]([CH2:20][CH2:21]5)[CH2:18]4)=[CH:12][CH:11]=3)=[CH:7][CH:8]=2)[CH:3]=[CH:2]1.[C:25]([OH:32])(=[O:31])/[CH:26]=[CH:27]/[C:28]([OH:30])=[O:29]. The catalyst is CCOC(C)=O.CO. The product is [C:25]([OH:32])(=[O:31])/[CH:26]=[CH:27]/[C:28]([OH:30])=[O:29].[NH:1]1[C:9]2[C:4](=[CH:5][C:6]([C:10]3[N:15]=[N:14][C:13]([O:16][C@H:17]4[CH:22]5[CH2:21][CH2:20][N:19]([CH2:24][CH2:23]5)[CH2:18]4)=[CH:12][CH:11]=3)=[CH:7][CH:8]=2)[CH:3]=[CH:2]1. The yield is 0.850.